From a dataset of Reaction yield outcomes from USPTO patents with 853,638 reactions. Predict the reaction yield, written as a fraction of the theoretical maximum amount of product (1.0 means a 100% yield; for example, 0.34 means a 34% yield). (1) The reactants are [O:1]1[C:5]2([CH2:10][CH2:9][C:8](=[O:11])[CH2:7][CH2:6]2)[O:4][CH2:3][CH2:2]1.[BH4-].[Na+]. The catalyst is CO. The product is [O:1]1[C:5]2([CH2:10][CH2:9][CH:8]([OH:11])[CH2:7][CH2:6]2)[O:4][CH2:3][CH2:2]1. The yield is 0.950. (2) The reactants are [CH3:1][C:2]1([CH3:17])[CH2:7][CH:6]([C:8]2[N:13]=[CH:12][C:11]([NH2:14])=[CH:10][CH:9]=2)[CH2:5][C:4]([CH3:16])([CH3:15])[O:3]1.C1C(=O)N([Br:25])C(=O)C1.C([O-])([O-])=O.[Na+].[Na+]. The catalyst is C(Cl)Cl. The product is [Br:25][C:12]1[C:11]([NH2:14])=[CH:10][CH:9]=[C:8]([CH:6]2[CH2:7][C:2]([CH3:17])([CH3:1])[O:3][C:4]([CH3:16])([CH3:15])[CH2:5]2)[N:13]=1. The yield is 0.950.